The task is: Predict the reactants needed to synthesize the given product.. This data is from Full USPTO retrosynthesis dataset with 1.9M reactions from patents (1976-2016). (1) Given the product [C:1]([C:3]1[CH:4]=[C:5]([S:9]([NH:20][C@@H:21]2[CH2:25][CH2:24][N:23]([C:26]#[N:15])[CH2:22]2)(=[O:11])=[O:10])[CH:6]=[CH:7][CH:8]=1)#[N:2], predict the reactants needed to synthesize it. The reactants are: [C:1]([C:3]1[CH:4]=[C:5]([S:9](Cl)(=[O:11])=[O:10])[CH:6]=[CH:7][CH:8]=1)#[N:2].C([N:15](CC)CC)C.[NH2:20][C@@H:21]1[CH2:25][CH2:24][N:23]([C:26](OC(C)(C)C)=O)[CH2:22]1.CCN(C(C)C)C(C)C.BrC#N. (2) Given the product [Cl:25][C:22]1[S:21][C:20]([C:3]2[C:2]([C:31]3[CH:30]=[CH:29][CH:28]=[C:27]([OH:26])[CH:32]=3)=[CH:7][N:6]=[C:5]([NH:8][CH2:9][CH2:10][N:11]3[C:15]([CH3:17])([CH3:16])[C:14](=[O:18])[NH:13][C:12]3=[O:19])[N:4]=2)=[CH:24][CH:23]=1, predict the reactants needed to synthesize it. The reactants are: Br[C:2]1[C:3]([C:20]2[S:21][C:22]([Cl:25])=[CH:23][CH:24]=2)=[N:4][C:5]([NH:8][CH2:9][CH2:10][N:11]2[C:15]([CH3:17])([CH3:16])[C:14](=[O:18])[NH:13][C:12]2=[O:19])=[N:6][CH:7]=1.[OH:26][C:27]1[CH:28]=[C:29](B(O)O)[CH:30]=[CH:31][CH:32]=1. (3) The reactants are: Cl[C:2]1[CH:7]=[C:6]([Cl:8])[N:5]=[C:4]([NH:9][C@H:10]([C:12]2[CH:17]=[CH:16][C:15]([F:18])=[CH:14][CH:13]=2)[CH3:11])[N:3]=1.Cl.[OH:20][CH2:21][C:22]1([OH:28])[CH2:27][CH2:26][NH:25][CH2:24][CH2:23]1.C(N(CC)C(C)C)(C)C. Given the product [Cl:8][C:6]1[N:5]=[C:4]([NH:9][C@H:10]([C:12]2[CH:17]=[CH:16][C:15]([F:18])=[CH:14][CH:13]=2)[CH3:11])[N:3]=[C:2]([N:25]2[CH2:26][CH2:27][C:22]([CH2:21][OH:20])([OH:28])[CH2:23][CH2:24]2)[CH:7]=1, predict the reactants needed to synthesize it. (4) Given the product [C:1]([O:15][CH2:16][CH:17]1[CH2:22][CH2:21][CH2:20][CH2:19][NH:18]1)(=[O:13])[CH2:2][CH2:3][CH2:4][CH2:5][CH2:6][CH2:7][CH2:8][CH2:9][CH2:10][CH2:11][CH3:12], predict the reactants needed to synthesize it. The reactants are: [C:1](Cl)(=[O:13])[CH2:2][CH2:3][CH2:4][CH2:5][CH2:6][CH2:7][CH2:8][CH2:9][CH2:10][CH2:11][CH3:12].[OH:15][CH2:16][CH:17]1[CH2:22][CH2:21][CH2:20][CH2:19][NH:18]1. (5) Given the product [CH:1]1([CH2:7][CH:8]([N:12]2[C:17](=[O:18])[CH:16]=[C:15]([O:19][C:20]3[C:25]([F:26])=[CH:24][CH:23]=[CH:22][C:21]=3[F:27])[CH:14]=[N:13]2)[C:9]([NH:40][C:37]2[CH:38]=[CH:39][N:35]([CH2:34][C@@H:32]3[CH2:31][O:30][C:29]([CH3:41])([CH3:28])[O:33]3)[N:36]=2)=[O:10])[CH2:2][CH2:3][CH2:4][CH2:5][CH2:6]1, predict the reactants needed to synthesize it. The reactants are: [CH:1]1([CH2:7][CH:8]([N:12]2[C:17](=[O:18])[CH:16]=[C:15]([O:19][C:20]3[C:25]([F:26])=[CH:24][CH:23]=[CH:22][C:21]=3[F:27])[CH:14]=[N:13]2)[C:9](O)=[O:10])[CH2:6][CH2:5][CH2:4][CH2:3][CH2:2]1.[CH3:28][C:29]1([CH3:41])[O:33][C@H:32]([CH2:34][N:35]2[CH:39]=[CH:38][C:37]([NH2:40])=[N:36]2)[CH2:31][O:30]1.